Dataset: Full USPTO retrosynthesis dataset with 1.9M reactions from patents (1976-2016). Task: Predict the reactants needed to synthesize the given product. The reactants are: Cl.[CH:2]1([CH2:5][O:6][C:7]2[CH:15]=[CH:14][C:10]3[O:11][CH2:12][O:13][C:9]=3[C:8]=2[C:16]2[C:17]3[NH:24][C:23]([CH3:25])=[C:22]([C:26]([NH:28][C@H:29]4[C@H:33]([OH:34])[CH2:32][NH:31][CH2:30]4)=[O:27])[C:18]=3[N:19]=[CH:20][N:21]=2)[CH2:4][CH2:3]1.[C:35](Cl)(=[O:37])[CH3:36]. Given the product [C:35]([N:31]1[CH2:32][C@@H:33]([OH:34])[C@H:29]([NH:28][C:26]([C:22]2[C:18]3[N:19]=[CH:20][N:21]=[C:16]([C:8]4[C:9]5[O:13][CH2:12][O:11][C:10]=5[CH:14]=[CH:15][C:7]=4[O:6][CH2:5][CH:2]4[CH2:4][CH2:3]4)[C:17]=3[NH:24][C:23]=2[CH3:25])=[O:27])[CH2:30]1)(=[O:37])[CH3:36], predict the reactants needed to synthesize it.